From a dataset of Full USPTO retrosynthesis dataset with 1.9M reactions from patents (1976-2016). Predict the reactants needed to synthesize the given product. Given the product [Cl:29][C:16]1[C:15]([C:13]2[C:12]([Cl:30])=[CH:11][N:10]=[C:9]([NH:8][C@H:5]3[CH2:6][CH2:7][C@H:2]([NH:1][CH2:34][C@@H:33]([OH:35])[C:32]([F:37])([F:36])[F:31])[CH2:3][CH2:4]3)[CH:14]=2)=[CH:20][C:19]([NH:21][CH2:22][CH:23]2[CH2:28][CH2:27][O:26][CH2:25][CH2:24]2)=[CH:18][N:17]=1, predict the reactants needed to synthesize it. The reactants are: [NH2:1][C@H:2]1[CH2:7][CH2:6][C@H:5]([NH:8][C:9]2[CH:14]=[C:13]([C:15]3[C:16]([Cl:29])=[N:17][CH:18]=[C:19]([NH:21][CH2:22][CH:23]4[CH2:28][CH2:27][O:26][CH2:25][CH2:24]4)[CH:20]=3)[C:12]([Cl:30])=[CH:11][N:10]=2)[CH2:4][CH2:3]1.[F:31][C:32]([F:37])([F:36])[C@@H:33]1[O:35][CH2:34]1.